From a dataset of NCI-60 drug combinations with 297,098 pairs across 59 cell lines. Regression. Given two drug SMILES strings and cell line genomic features, predict the synergy score measuring deviation from expected non-interaction effect. (1) Drug 1: C1C(C(OC1N2C=C(C(=O)NC2=O)F)CO)O. Drug 2: C1=CC=C(C=C1)NC(=O)CCCCCCC(=O)NO. Cell line: U251. Synergy scores: CSS=27.4, Synergy_ZIP=-11.5, Synergy_Bliss=-7.79, Synergy_Loewe=-12.1, Synergy_HSA=-5.51. (2) Drug 1: C1=CC(=C2C(=C1NCCNCCO)C(=O)C3=C(C=CC(=C3C2=O)O)O)NCCNCCO. Drug 2: CC1OCC2C(O1)C(C(C(O2)OC3C4COC(=O)C4C(C5=CC6=C(C=C35)OCO6)C7=CC(=C(C(=C7)OC)O)OC)O)O. Cell line: DU-145. Synergy scores: CSS=72.9, Synergy_ZIP=2.48, Synergy_Bliss=3.30, Synergy_Loewe=-3.67, Synergy_HSA=6.71. (3) Drug 1: CC(CN1CC(=O)NC(=O)C1)N2CC(=O)NC(=O)C2. Drug 2: C1=NC2=C(N1)C(=S)N=CN2. Cell line: SF-268. Synergy scores: CSS=14.3, Synergy_ZIP=-8.45, Synergy_Bliss=-17.9, Synergy_Loewe=-29.6, Synergy_HSA=-17.1. (4) Drug 1: CN1CCC(CC1)COC2=C(C=C3C(=C2)N=CN=C3NC4=C(C=C(C=C4)Br)F)OC. Drug 2: CC1=C2C(C(=O)C3(C(CC4C(C3C(C(C2(C)C)(CC1OC(=O)C(C(C5=CC=CC=C5)NC(=O)OC(C)(C)C)O)O)OC(=O)C6=CC=CC=C6)(CO4)OC(=O)C)O)C)O. Cell line: A498. Synergy scores: CSS=30.9, Synergy_ZIP=0.739, Synergy_Bliss=7.07, Synergy_Loewe=7.87, Synergy_HSA=9.44. (5) Drug 1: C1CC(CCC1OC2=C(C(=CC=C2)Cl)F)(CC3=NC(=CC=C3)NC4=NC=CS4)C(=O)O. Drug 2: CC1=C(C(=CC=C1)Cl)NC(=O)C2=CN=C(S2)NC3=CC(=NC(=N3)C)N4CCN(CC4)CCO. Cell line: OVCAR3. Synergy scores: CSS=43.4, Synergy_ZIP=-1.38, Synergy_Bliss=-1.20, Synergy_Loewe=-0.654, Synergy_HSA=3.34. (6) Drug 1: CC1C(C(=O)NC(C(=O)N2CCCC2C(=O)N(CC(=O)N(C(C(=O)O1)C(C)C)C)C)C(C)C)NC(=O)C3=C4C(=C(C=C3)C)OC5=C(C(=O)C(=C(C5=N4)C(=O)NC6C(OC(=O)C(N(C(=O)CN(C(=O)C7CCCN7C(=O)C(NC6=O)C(C)C)C)C)C(C)C)C)N)C. Drug 2: CS(=O)(=O)CCNCC1=CC=C(O1)C2=CC3=C(C=C2)N=CN=C3NC4=CC(=C(C=C4)OCC5=CC(=CC=C5)F)Cl. Cell line: NCI-H522. Synergy scores: CSS=16.0, Synergy_ZIP=2.71, Synergy_Bliss=7.91, Synergy_Loewe=4.75, Synergy_HSA=6.38. (7) Cell line: COLO 205. Drug 2: C1=CC(=CC=C1CCCC(=O)O)N(CCCl)CCCl. Drug 1: CN(C)N=NC1=C(NC=N1)C(=O)N. Synergy scores: CSS=41.6, Synergy_ZIP=4.26, Synergy_Bliss=8.11, Synergy_Loewe=0.960, Synergy_HSA=9.16.